Dataset: Forward reaction prediction with 1.9M reactions from USPTO patents (1976-2016). Task: Predict the product of the given reaction. (1) Given the reactants [Cl:1][C:2]1[CH:7]=[CH:6][C:5]([OH:8])=[CH:4][C:3]=1[C:9]([F:12])([F:11])[F:10].C(=O)([O-])[O-].[K+].[K+].Br[CH2:20][C:21]1[CH:31]=[CH:30][C:24]([C:25]([O:27][CH2:28][CH3:29])=[O:26])=[CH:23][CH:22]=1.O, predict the reaction product. The product is: [Cl:1][C:2]1[CH:7]=[CH:6][C:5]([O:8][CH2:20][C:21]2[CH:31]=[CH:30][C:24]([C:25]([O:27][CH2:28][CH3:29])=[O:26])=[CH:23][CH:22]=2)=[CH:4][C:3]=1[C:9]([F:10])([F:11])[F:12]. (2) Given the reactants [CH3:1][O:2][C:3]1[CH:4]=[C:5](SC)[CH:6]=[CH:7][CH:8]=1.O[O:12][S:13]([O-:15])=O.[K+].[CH3:17]C(C)=O, predict the reaction product. The product is: [CH3:17][S:13]([C:7]1[CH:6]=[CH:5][CH:4]=[C:3]([O:2][CH3:1])[CH:8]=1)(=[O:15])=[O:12]. (3) Given the reactants [S:1]1[CH:5]=[CH:4][N:3]=[CH:2]1.[Li+].CCC[CH2-].[C:11]([C@H:14]1[CH2:19][CH2:18][C@H:17]([C:20]([O:22][CH2:23][CH2:24][CH2:25][CH3:26])=[O:21])[CH2:16][CH2:15]1)(=[O:13])[CH3:12].CCOC(C)=O, predict the reaction product. The product is: [OH:13][C:11]([C@H:14]1[CH2:19][CH2:18][C@H:17]([C:20]([O:22][CH2:23][CH2:24][CH2:25][CH3:26])=[O:21])[CH2:16][CH2:15]1)([C:2]1[S:1][CH:5]=[CH:4][N:3]=1)[CH3:12]. (4) Given the reactants Cl[C:2]1[N:7]2[N:8]=[CH:9][C:10]([C:11]([O:13][CH2:14][CH3:15])=[O:12])=[C:6]2[N:5]=[CH:4][C:3]=1[C:16]([N:18]1[CH2:23][CH2:22][CH:21]([C:24]2[CH:29]=[CH:28][CH:27]=[CH:26][CH:25]=2)[CH2:20][CH2:19]1)=[O:17].[NH2:30][C:31]1[CH:32]=[CH:33][CH:34]=[C:35]2[C:40]=1[N:39]=[CH:38][CH:37]=[CH:36]2, predict the reaction product. The product is: [CH2:14]([O:13][C:11]([C:10]1[CH:9]=[N:8][N:7]2[C:2]([NH:30][C:31]3[CH:32]=[CH:33][CH:34]=[C:35]4[C:40]=3[N:39]=[CH:38][CH:37]=[CH:36]4)=[C:3]([C:16]([N:18]3[CH2:23][CH2:22][CH:21]([C:24]4[CH:29]=[CH:28][CH:27]=[CH:26][CH:25]=4)[CH2:20][CH2:19]3)=[O:17])[CH:4]=[N:5][C:6]=12)=[O:12])[CH3:15]. (5) Given the reactants Cl[C:2]1[C:7]([Cl:8])=[N:6][N:5]([CH3:9])[C:4](=[O:10])[CH:3]=1.NC[C:13](NC)=[O:14].Cl.[CH2:18]([N:20](CC)CC)[CH3:19].C([OH:27])C, predict the reaction product. The product is: [Cl:8][C:7]1[C:2]([NH:20][CH2:18][C:19]([O:14][CH3:13])=[O:27])=[CH:3][C:4](=[O:10])[N:5]([CH3:9])[N:6]=1.